From a dataset of Peptide-MHC class I binding affinity with 185,985 pairs from IEDB/IMGT. Regression. Given a peptide amino acid sequence and an MHC pseudo amino acid sequence, predict their binding affinity value. This is MHC class I binding data. The peptide sequence is MPNFSYMYW. The MHC is Mamu-B17 with pseudo-sequence Mamu-B17. The binding affinity (normalized) is 0.641.